Predict the reaction yield, written as a fraction of the theoretical maximum amount of product (1.0 means a 100% yield; for example, 0.34 means a 34% yield). From a dataset of Reaction yield outcomes from USPTO patents with 853,638 reactions. (1) The reactants are [CH3:1][C:2]1[CH:10]=[C:6]([C:7]([OH:9])=O)[C:5]([OH:11])=[CH:4][CH:3]=1.[CH3:12][C:13]([C:16]1[CH:22]=[CH:21][C:20]([C:23]([CH3:26])([CH3:25])[CH3:24])=[CH:19][C:17]=1[NH2:18])([CH3:15])[CH3:14]. No catalyst specified. The product is [CH3:15][C:13]([C:16]1[CH:22]=[CH:21][C:20]([C:23]([CH3:26])([CH3:25])[CH3:24])=[CH:19][C:17]=1[NH:18][C:7](=[O:9])[C:6]1[CH:10]=[C:2]([CH3:1])[CH:3]=[CH:4][C:5]=1[OH:11])([CH3:12])[CH3:14]. The yield is 0.611. (2) The reactants are [Br:1][C:2]1[CH:6]=[CH:5][S:4][C:3]=1[C:7]([NH:9][C:10]1[CH:15]=[CH:14][C:13]([O:16][CH3:17])=[C:12]([F:18])[C:11]=1[F:19])=[O:8].[C:20](O[C:20]([O:22][C:23]([CH3:26])([CH3:25])[CH3:24])=[O:21])([O:22][C:23]([CH3:26])([CH3:25])[CH3:24])=[O:21]. No catalyst specified. The product is [Br:1][C:2]1[CH:6]=[CH:5][S:4][C:3]=1[C:7]([N:9]([C:10]1[CH:15]=[CH:14][C:13]([O:16][CH3:17])=[C:12]([F:18])[C:11]=1[F:19])[C:20](=[O:21])[O:22][C:23]([CH3:26])([CH3:25])[CH3:24])=[O:8]. The yield is 0.670. (3) The reactants are [NH:1]([C:3]1[N:4]=[C:5]2[CH:11]=[CH:10][N:9]([S:12]([C:15]3[CH:21]=[CH:20][C:18]([CH3:19])=[CH:17][CH:16]=3)(=[O:14])=[O:13])[C:6]2=[N:7][CH:8]=1)[NH2:2].[CH2:22]([CH:24]1[CH2:32][C:27]2([O:31][CH2:30][CH2:29][O:28]2)[CH2:26][CH:25]1[C:33](O)=[O:34])[CH3:23].CN(C(ON1N=NC2C=CC=NC1=2)=[N+](C)C)C.F[P-](F)(F)(F)(F)F. The catalyst is C(Cl)Cl. The product is [CH2:22]([CH:24]1[CH2:32][C:27]2([O:28][CH2:29][CH2:30][O:31]2)[CH2:26][CH:25]1[C:33]([NH:2][NH:1][C:3]1[N:4]=[C:5]2[CH:11]=[CH:10][N:9]([S:12]([C:15]3[CH:21]=[CH:20][C:18]([CH3:19])=[CH:17][CH:16]=3)(=[O:13])=[O:14])[C:6]2=[N:7][CH:8]=1)=[O:34])[CH3:23]. The yield is 0.890. (4) The reactants are C(=O)([O-])OC[C:4]1[CH:9]=[C:8]([N+:10]([O-:12])=[O:11])[C:7]([Br:13])=[CH:6][C:5]=1[CH:14]1[CH2:19][CH2:18][CH2:17][CH2:16][CH2:15]1.[OH-:22].[K+].Cl. The catalyst is CO. The product is [Br:13][C:7]1[C:8]([N+:10]([O-:12])=[O:11])=[CH:9][C:4]([OH:22])=[C:5]([CH:14]2[CH2:19][CH2:18][CH2:17][CH2:16][CH2:15]2)[CH:6]=1. The yield is 0.950. (5) The product is [N+:16]([CH2:19][CH2:14][C:10]1[CH:11]=[N:12][CH:13]=[C:8]([O:1][C:2]2[CH:7]=[CH:6][CH:5]=[CH:4][CH:3]=2)[CH:9]=1)([O-:18])=[O:17]. The yield is 0.280. The reactants are [O:1]([C:8]1[CH:9]=[C:10]([CH:14]=O)[CH:11]=[N:12][CH:13]=1)[C:2]1[CH:7]=[CH:6][CH:5]=[CH:4][CH:3]=1.[N+:16]([CH3:19])([O-:18])=[O:17].C([O-])(=O)C.[NH4+].[BH4-].[Na+].C(=O)([O-])O.[Na+]. The catalyst is CS(C)=O.O.C(O)(=O)C. (6) The reactants are [CH2:1]([NH:3][C:4]1[CH:10]=[CH:9][C:7]([NH2:8])=[CH:6][C:5]=1[N+:11]([O-:13])=[O:12])[CH3:2].ClC(Cl)(O[C:18](=[O:24])OC(Cl)(Cl)Cl)Cl.C([O-])(O)=O.[Na+].[CH3:31][N:32]1[CH2:37][CH2:36][NH:35][CH2:34][CH2:33]1. The catalyst is C(Cl)(Cl)Cl. The product is [CH2:1]([NH:3][C:4]1[CH:10]=[CH:9][C:7]([NH:8][C:18]([N:35]2[CH2:36][CH2:37][N:32]([CH3:31])[CH2:33][CH2:34]2)=[O:24])=[CH:6][C:5]=1[N+:11]([O-:13])=[O:12])[CH3:2]. The yield is 0.940. (7) The reactants are [Cl:1][C:2]1[CH:3]=[C:4]([CH:7]=[C:8]([Cl:11])[C:9]=1[OH:10])[CH:5]=[O:6].[C:12]([O-])([O-])=[O:13].[K+].[K+].[CH2:18]([O:20][C:21](=[O:24])[CH2:22]Br)[CH3:19].C(O)C. The catalyst is CC(C)=O. The product is [Cl:1][C:2]1[CH:9]([C:8]([Cl:11])([O:13][CH3:12])[CH:7]=[C:4]([CH:5]=[O:6])[CH:3]=1)[O:10][CH2:22][C:21]([O:20][CH2:18][CH3:19])=[O:24]. The yield is 0.600.